Predict the product of the given reaction. From a dataset of Forward reaction prediction with 1.9M reactions from USPTO patents (1976-2016). (1) Given the reactants [OH-].[Na+].[F:3][C:4]1[CH:9]=[CH:8][C:7]([C:10]2[N:11]=[C:12]([CH2:15][CH2:16][C:17]([O:19]CC)=[O:18])[S:13][CH:14]=2)=[CH:6][CH:5]=1, predict the reaction product. The product is: [F:3][C:4]1[CH:5]=[CH:6][C:7]([C:10]2[N:11]=[C:12]([CH2:15][CH2:16][C:17]([OH:19])=[O:18])[S:13][CH:14]=2)=[CH:8][CH:9]=1. (2) Given the reactants [C:1]([C:3]1O[C:5](C(O)=O)=[CH:6][CH:7]=1)#[N:2].[C:11](Cl)(=[O:15])[C:12](Cl)=O.[CH:17](N(CC)C(C)C)([CH3:19])[CH3:18].C(=O)(O)[O-].[Na+], predict the reaction product. The product is: [O:15]1[CH:19]=[CH:17][CH:18]=[C:11]1[C:12]1[CH:5]=[CH:6][CH:7]=[CH:3][C:1]=1[NH2:2].